From a dataset of Catalyst prediction with 721,799 reactions and 888 catalyst types from USPTO. Predict which catalyst facilitates the given reaction. Reactant: P([O-])(O)(O)=O.[K+].[C:7]([NH:14][CH2:15][C:16](=[O:39])[CH2:17][CH2:18][C:19]([O:21][CH2:22][CH2:23][CH2:24][CH2:25][CH2:26][CH2:27][CH2:28][CH2:29][CH2:30][C:31]([O:33]CC(Cl)(Cl)Cl)=[O:32])=[O:20])([O:9][C:10]([CH3:13])([CH3:12])[CH3:11])=[O:8]. Product: [C:7]([NH:14][CH2:15][C:16](=[O:39])[CH2:17][CH2:18][C:19]([O:21][CH2:22][CH2:23][CH2:24][CH2:25][CH2:26][CH2:27][CH2:28][CH2:29][CH2:30][C:31]([OH:33])=[O:32])=[O:20])([O:9][C:10]([CH3:13])([CH3:12])[CH3:11])=[O:8]. The catalyst class is: 772.